Dataset: Forward reaction prediction with 1.9M reactions from USPTO patents (1976-2016). Task: Predict the product of the given reaction. Given the reactants C(=O)([O-])[O-].[Cs+].[Cs+].[OH:7][C:8]1[CH:15]=[C:14]([CH3:16])[C:11]([C:12]#[N:13])=[C:10]([CH3:17])[CH:9]=1.Br[CH2:19][C:20]([CH:22]1[CH2:24][CH2:23]1)=[O:21], predict the reaction product. The product is: [CH:22]1([C:20](=[O:21])[CH2:19][O:7][C:8]2[CH:9]=[C:10]([CH3:17])[C:11]([C:12]#[N:13])=[C:14]([CH3:16])[CH:15]=2)[CH2:24][CH2:23]1.